From a dataset of Peptide-MHC class I binding affinity with 185,985 pairs from IEDB/IMGT. Regression. Given a peptide amino acid sequence and an MHC pseudo amino acid sequence, predict their binding affinity value. This is MHC class I binding data. The peptide sequence is LLDAHIPQLVA. The MHC is HLA-A24:02 with pseudo-sequence HLA-A24:02. The binding affinity (normalized) is 0.